This data is from Forward reaction prediction with 1.9M reactions from USPTO patents (1976-2016). The task is: Predict the product of the given reaction. (1) Given the reactants [NH2:1][C:2]1[S:6][N:5]=[C:4]([CH3:7])[C:3]=1[C:8]([NH:10][C:11]1[CH:16]=[CH:15][C:14]([F:17])=[C:13]([F:18])[CH:12]=1)=[O:9].Cl[C:20]1[CH:25]=[N:24][CH:23]=[CH:22][N:21]=1.C(=O)([O-])[O-].[Cs+].[Cs+].CC1(C)C2C(=C(P(C3C=CC=CC=3)C3C=CC=CC=3)C=CC=2)OC2C(P(C3C=CC=CC=3)C3C=CC=CC=3)=CC=CC1=2, predict the reaction product. The product is: [F:18][C:13]1[CH:12]=[C:11]([NH:10][C:8]([C:3]2[C:4]([CH3:7])=[N:5][S:6][C:2]=2[NH:1][C:20]2[CH:25]=[N:24][CH:23]=[CH:22][N:21]=2)=[O:9])[CH:16]=[CH:15][C:14]=1[F:17]. (2) Given the reactants [CH2:1]([O:5][C:6]1[N:14]=[C:13]2[C:9]([N:10]=[C:11]([O:24]C)[N:12]2[CH2:15][CH2:16][CH2:17][CH:18]2[CH2:23][CH2:22][CH2:21][CH2:20][NH:19]2)=[C:8]([NH2:26])[N:7]=1)[CH2:2][CH2:3][CH3:4].Br[CH2:28][CH2:29][OH:30].CCN(C(C)C)C(C)C, predict the reaction product. The product is: [NH2:26][C:8]1[N:7]=[C:6]([O:5][CH2:1][CH2:2][CH2:3][CH3:4])[N:14]=[C:13]2[C:9]=1[NH:10][C:11](=[O:24])[N:12]2[CH2:15][CH2:16][CH2:17][CH:18]1[CH2:23][CH2:22][CH2:21][CH2:20][N:19]1[CH2:28][CH2:29][OH:30]. (3) The product is: [Cl:2][C:3]1[CH:12]=[C:11]([CH3:13])[C:10]2[CH2:9][N:8]([C:19]([O:18][C:15]([CH3:17])([CH3:16])[CH3:14])=[O:20])[CH2:7][CH2:6][C:5]=2[N:4]=1. Given the reactants Cl.[Cl:2][C:3]1[CH:12]=[C:11]([CH3:13])[C:10]2[CH2:9][NH:8][CH2:7][CH2:6][C:5]=2[N:4]=1.[CH3:14][C:15]([O:18][C:19](O[C:19]([O:18][C:15]([CH3:17])([CH3:16])[CH3:14])=[O:20])=[O:20])([CH3:17])[CH3:16].CCN(C(C)C)C(C)C, predict the reaction product. (4) Given the reactants [CH2:1]([O:3][C:4]([C:6]1[C:7]([C:31]2[O:32][CH:33]=[C:34]([C:36]([OH:38])=O)[N:35]=2)=[C:8]2[C:26](=[O:27])[N:25]3[CH2:28][CH2:29][CH2:30][N:24]3[C:9]2=[N:10][C:11]=1[CH2:12][CH2:13][C:14]1[CH:19]=[CH:18][C:17]([C:20]([F:23])([F:22])[F:21])=[CH:16][CH:15]=1)=[O:5])[CH3:2].CCN=C=[N:43][CH2:44][CH2:45][CH2:46]N(C)C.[CH:50]1[CH:51]=[CH:52][C:53]2N(O)N=N[C:54]=2[CH:55]=1.Cl, predict the reaction product. The product is: [C@H:44]1([NH:43][C:36]([C:34]2[N:35]=[C:31]([C:7]3[C:6]([C:4]([O:3][CH2:1][CH3:2])=[O:5])=[C:11]([CH2:12][CH2:13][C:14]4[CH:15]=[CH:16][C:17]([C:20]([F:22])([F:21])[F:23])=[CH:18][CH:19]=4)[N:10]=[C:9]4[N:24]5[CH2:30][CH2:29][CH2:28][N:25]5[C:26](=[O:27])[C:8]=34)[O:32][CH:33]=2)=[O:38])[C:54]2[C:53](=[CH:52][CH:51]=[CH:50][CH:55]=2)[CH2:46][CH2:45]1. (5) Given the reactants [Cl:1][C:2]1[C:3]([OH:45])=[C:4]([C:8]2[C:16]3[C:15]([NH:17][C@H:18]([C:20]4[N:25]([C:26]5[CH:31]=[CH:30][CH:29]=[CH:28][CH:27]=5)[C:24](=[O:32])[C:23]5=[C:33]([CH3:36])[CH:34]=[CH:35][N:22]5[N:21]=4)[CH3:19])=[N:14][CH:13]=[N:12][C:11]=3[N:10](COCC[Si](C)(C)C)[CH:9]=2)[CH:5]=[CH:6][CH:7]=1.FC(F)(F)C(O)=O.N, predict the reaction product. The product is: [Cl:1][C:2]1[C:3]([OH:45])=[C:4]([C:8]2[C:16]3[C:15]([NH:17][C@H:18]([C:20]4[N:25]([C:26]5[CH:31]=[CH:30][CH:29]=[CH:28][CH:27]=5)[C:24](=[O:32])[C:23]5=[C:33]([CH3:36])[CH:34]=[CH:35][N:22]5[N:21]=4)[CH3:19])=[N:14][CH:13]=[N:12][C:11]=3[NH:10][CH:9]=2)[CH:5]=[CH:6][CH:7]=1. (6) Given the reactants F[C:2]1[CH:3]=[C:4]([CH:9]=[CH:10][C:11]=1[N+:12]([O-:14])=[O:13])[C:5]([O:7][CH3:8])=[O:6].[SH:15][CH2:16][CH2:17][C:18]([O:20][CH2:21][CH:22]([CH2:27][CH3:28])[CH2:23][CH2:24][CH2:25][CH3:26])=[O:19].C(=O)([O-])[O-].[K+].[K+], predict the reaction product. The product is: [CH2:27]([CH:22]([CH2:23][CH2:24][CH2:25][CH3:26])[CH2:21][O:20][C:18](=[O:19])[CH2:17][CH2:16][S:15][C:2]1[CH:3]=[C:4]([CH:9]=[CH:10][C:11]=1[N+:12]([O-:14])=[O:13])[C:5]([O:7][CH3:8])=[O:6])[CH3:28].